This data is from Human Reference Interactome with 51,813 positive PPI pairs across 8,248 proteins, plus equal number of experimentally-validated negative pairs. The task is: Binary Classification. Given two protein amino acid sequences, predict whether they physically interact or not. (1) Protein 1 (ENSG00000137875) has sequence MVDQLRERTTMADPLRERTELLLADYLGYCAREPGTPEPAPSTPEAAVLRSAAARLRQIHRSFFSAYLGYPGNRFELVALMADSVLSDSPGPTWGRVVTLVTFAGTLLERGPLVTARWKKWGFQPRLKEQEGDVARDCQRLVALLSSRLMGQHRAWLQAQGGWDGFCHFFRTPFPLAFWRKQLVQAFLSCLLTTAFIYLWTRLL*MVDQLRERTTMADPLRERTELLLADYLGYCAREPGTPEPAPSTPEAAVLRSAAARLRQIHRSFFSAYLGYPGNRFELVALMADSVLSDSPGPTWG.... Protein 2 (ENSG00000179134) has sequence MMFRDQVGILAGWFKGWNECEQTVALLSLLKRVTRTQARFLQLCLEHSLADCNDIHLLESEANSAAIVSQWQQESKEKVVSLLLSHLPLLQPGNTEAKSEYMRLLQKVLAYSIESNAFIEESRQLLSYALIHPATTLEDRNALALWLSHLEERLASGFRSRPEPSYHSRQGSDEWGGPAELGPGEAGPGWQDKPPRENGHVPFHPSSSVPPAINSIGSNANTGLPCQIHPSPLKRSMSLIPTSPQVPGEWPSPEELGARAAFTTPDHAPLSPQSSVASSGSEQTEEQGSSRNTFQEDGSG.... Result: 1 (the proteins interact). (2) Protein 1 (ENSG00000075914) has sequence MASVTLSEAEKVYIVHGVQEDLRVDGRGCEDYRCVEVETDVVSNTSGSARVKLGHTDILVGVKAEMGTPKLEKPNEGYLEFFVDCSASATPEFEGRGGDDLGTEIANTLYRIFNNKSSVDLKTLCISPREHCWVLYVDVLLLECGGNLFDAISIAVKAALFNTRIPRVRVLEDEEGSKDIELSDDPYDCIRLSVENVPCIVTLCKIGYRHVVDATLQEEACSLASLLVSVTSKGVVTCMRKVGKGSLDPESIFEMMETGKRVGKVLHASLQSVVHKEESLGPKRQKVGFLG*. Protein 2 (ENSG00000132698) has sequence MGNGTEEDYNFVFKVVLIGESGVGKTNLLSRFTRNEFSHDSRTTIGVEFSTRTVMLGTAAVKAQIWDTAGLERYRAITSAYYRGAVGALLVFDLTKHQTYAVVERWLKELYDHAEATIVVMLVGNKSDLSQAREVPTEEARMFAENNGLLFLETSALDSTNVELAFETVLKEIFAKVSKQRQNSIRTNAITLGSAQAGQEPGPGEKRACCISL*. Result: 0 (the proteins do not interact). (3) Protein 1 (ENSG00000131061) has sequence MAQAIFEALEGMDNQTVLAVQSLLDGQGAVPDPTGQSVNAPPAIQPLDDEDVFLCGKCKKQFNSLPAFMTHKREQCQGNAPALATVSLATNSIYPPSAAPTAVQQAPTPANRQISTYITVPPSPLIQTLVQGNILVSDDVLMSAMSAFTSLDQPMPQGPPPVQSSLNMHSVPSYLTQPPPPPPPPPPLPPPPPPQPPPPPPQSLGPPGRPNPGGNGVVEVYSAAAPLAGSGTVEIQALGMQPYPPLEVPNQCVEPPVYPTPTVYSPGKQGFKPKGPNPAAPMTSATGGTVATFDSPATLK.... Protein 2 (ENSG00000175573) has sequence MAAAAAAAVAGVGRGGGGAEPRQERSRARGWAGVERSEGRRMEPGEELEEEGSPGGREDGFTAEHLAAEAMAADMDPWLVFDARTTPATELDAWLAKYPPSQVTRYGDPGSPNSEPVGWIAVYGQGYSPNSGDVQGLQAAWEALQTSGRPITPGTLRQLAITHHVLSGKWLMHLAPGFKLDHAWAGIARAVVEGQLQVAKVSPRAKEGGRQVICVYTDDFTDRLGVLEADSAIRAAGIKCLLTYKPDVYTYLGIYRANRWHLCPTLYESRFQLGGSARGSRVLDRANNVELT*MAAAAAA.... Result: 1 (the proteins interact). (4) Protein 1 (ENSG00000034971) has sequence MRFFCARCCSFGPEMPAVQLLLLACLVWDVGARTAQLRKANDQSGRCQYTFSVASPNESSCPEQSQAMSVIHNLQRDSSTQRLDLEATKARLSSLESLLHQLTLDQAARPQETQEGLQRELGTLRRERDQLETQTRELETAYSNLLRDKSVLEEEKKRLRQENENLARRLESSSQEVARLRRGQCPQTRDTARAVPPGSREVSTWNLDTLAFQELKSELTEVPASRILKESPSGYLRSGEGDTGCGELVWVGEPLTLRTAETITGKYGVWMRDPKPTYPYTQETTWRIDTVGTDVRQVFE.... Protein 2 (ENSG00000167098) has sequence MPRSSRSPGDPGALLEDVAHNPRPRRIAQRGRNTSRMAEDTSPNMNDNILLPVRNNDQALGLTQCMLGCVSWFTCFACSLRTQAQQVLFNTCRCKLLCQKLMEKTGILLLCAFGFWMFSIHLPSKMKVWQDDSINGPLQSLRLYQEKVRHHSGEIQDLRGSMNQLIAKLQEMEAMSDEQKMAQKIMKMIHGDYIEKPDFALKSIGASIDFEHTSVTYNHEKAHSYWNWIQLWNYAQPPDVILEPNVTPGNCWAFEGDRGQVTIQLAQKVYLSNLTLQHIPKTISLSGSLDTAPKDFVIYG.... Result: 0 (the proteins do not interact). (5) Protein 1 (ENSG00000204936) has sequence MSAVLLLALLGFILPLPGVQALLCQFGTVQHVWKVSDLPRQWTPKNTSCDSGLGCQDTLMLIESGPQVSLVLSKGCTEAKDQEPRVTEHRMGPGLSLISYTFVCRQEDFCNNLVNSLPLWAPQPPADPMMGAAEGPFGKAEQVDS*MSAVLLLALLGFILPLPGVQALLCQFGTVQHVWKVSDLPRQWTPKNTSCDSGLGCQDTLMLIESGPQVSLVLSKGCTEAKDQEPRVTEHRMGPGLSLISYTFVCRQEDFCNNLVNSLPLWAPQPPAGACGRVGRRGRGC*MSAVLLLALLGFIL.... Protein 2 (ENSG00000111880) has sequence MAHNKIPPRWLNCPRRGQPVAGRFLPLKTMLGPRYDSQVAEENRFHPSMLSNYLKSLKVKMGLLVDLTNTSRFYDRNDIEKEGIKYIKLQCKGHGECPTTENTETFIRLCERFNERNPPELIGVHCTHGFNRTGFLICAFLVEKMDWSIEAAVATFAQARPPGIYKGDYLKELFRRYGDIEEAPPPPLLPDWCFEDDEDEDEDEDGKKESEPGSSASFGKRRKERLKLGAIFLEGVTVKGVTQVTTQPKLGEVQQKCHQFCGWEGSGFPGAQPVSMDKQNIKLLDLKPYKVSWKADGTRY.... Result: 0 (the proteins do not interact). (6) Protein 1 (ENSG00000131096) has sequence MVFVRRPWPALTTVLLALLVCLGALVDAYPIKPEAPREDASPEELNRYYASLRHYLNLVTRQRYGKRDGPDTLLSKTFFPDGEDRPVRSRSEGPDLW*MVFVRRPWPALTTVLLALLVCLGALVDAYPIKPEAPREDASPEELNRYYASLRHYLNLVTRQRYGKRDGPDTLLSKTFFPDGEDRPVRSR*. Protein 2 (ENSG00000180219) has sequence MEDCCMLPYYTAQSSPAMGMFNTSMGKLQRQLYKGEYTIFRYAPMFESDFIQISKRGEVIDVHNRARMVTMGIVRTSPCLTLPDVMLLARPAAVCDNARCGPATQKRESPPAEILELTRLLPLMFVKITIHNSVKKQLHLKLATGRSFYLQLCPPSDASEDLFVHWENLVYILRPPVEAYSDTRAILAGNTLDSSVLEEVQRSPVGYAMKFCEEKEQFRISRLHMNAEMFGSTYCDYTIEI*. Result: 0 (the proteins do not interact). (7) Protein 1 (ENSG00000213085) has sequence MPLSTAGILSSSSAASNRSRNKARYRTKAVSSEVDESLFGDIKSPAQGQSDSPIVLLRDKHTLQKTLTALGLDRKPETIQLITRDMVRELIVPTEDPSGESLIISPEEFERIKWASHVLTREELEARDQAFKKEKEATMDAVMTRKKIMKQKEMVWNNNKKLSDLEEVAKERAQNLLQRANKLRMEQEEELKDMSKIILNAKCHAIRDAQILEKQQIQKELDTEEKRLDQMMEVERQKSIQRQEELERKRREERIRGRRQIVEQMEKNQEERSLLAEQREQEKEQMLEYMEQLQEEDLKD.... Protein 2 (ENSG00000175662) has sequence MEFLLGNPFSTPVGQCLEKATDGSLQSEDWTLNMEICDIINETEEGPKDAIRALKKRLNGNRNYREVMLALTVLETCVKNCGHRFHILVANRDFIDSVLVKIISPKNNPPTIVQDKVLALIQSVPEVDPAATMPRSQSQQRTSAGSYSSPPPAPYSAPQAPALSVTGPITANSEQIARLRSELDVVRGNTKVMSEMLTEMVPGQEDSSDLELLQELNRTCRAMQQRIVELISRVSNEEVTEELLHVNDDLNNVFLRYERFERYRSGRSVQNASNGVLNEVTEDNLIDLGPGSPAVVSPMV.... Result: 0 (the proteins do not interact). (8) Protein 1 (ENSG00000196214) has sequence MAQLRRGHLTFRDVAIEFSQEEWKCLDPVQKALYRDVMLENYRNLVSLGICLPDLSIISMMKQRTEPWTVENEMKVAKNPDRWEGIKDINTGRSCAVRSKAGNKPITNQLGLTFQLPLPELEIFQGEGKIYECNQVQKFISHSSSVSPLQRIYSGVKTHIFNKHRNDFVDFPLLSQEQKAHIRRKPYECNEQGKVFRVSSSLPNHQVIHTADKPNRCHECGKTVRDKSGLAEHWRIRTGEKPYKCKECGKLFNRIAYLARHEKVHTGESPYKCNECGKVFSRITYLVRHQKIHTREKPHK.... Protein 2 (ENSG00000198324) has sequence MAPGSPPGPAIATMKLNERSLAFYATCDAPVDNAGFLYKKGGRHAAYHRRWFVLRGNMLFYFEDAASREPVGVIILEGCTVELVEAAEEFAFAVRFAGTRARTYVLAAESQDAMEGWVKALSRASFDYLRLVVRELEQQLAAVRGGGGMALPQPQPQSLPLPPSLPSALAPVPSLPSAPAPVPALPLPRRPSALPPKENGCAVWSTEATFRPGPEPPPPPPRRRASAPHGPLDMAPFARLHECYGQEIRALRGQWLSSRVQP*MKLNERSLAFYATCDAPVDNAGFLYKKGGRHAAYHRR.... Result: 0 (the proteins do not interact). (9) Protein 1 (ENSG00000105750) has sequence MGPLTFRDVAIEFSLKEWQCLDTAQRNLYRNVMLENYRNLVFLGITVSKPDLITCLEQGKEAWSMKRHEIMVAKPTVMCSHFAQDLWPEQNIKDSFQKVTLKRYGKCRHENLPLRKGCESMDECKMHKGGCNGLNQCLTATQSKIFQCDKYVKVAHKFSNSNRHEIRHTKKKPFKCTKCGKSFGMISCLTEHSRIHTRVNFYKCEECGKAFNWSSTLTKHKRIHTGEKPYKCEECGKAFNQSSNLIKHKKIHTGEKPYKCEECGKTFNRFSTLTTHKIIHTGEKPYKCKECGKAFNRSST.... Protein 2 (ENSG00000124532) has sequence MECLRSLPCLLPRAMRLPRRTLCALALDVTSVGPPVAACGRRANLIGRSRAAQLCGPDRLRVAGEVHRFRTSDVSQATLASVAPVFTVYLKAVITPECLLILDYRNLNLEQWLFRELPSQLSGEGQLVTYPLPFEFRAIEALLQYWINTLQGKLSILQPLILETLDALVDPKHSSVDRSKLHILLQNGKSLSELETDIKIFKESILEILDEEELLEELCVSKWSDPQVFEKSSAGIDHAEEMELLLENYYRLADDLSNAARELRVLIDDSQSIIFINLDSHRNVMMRLNLQLTMGTFSLS.... Result: 0 (the proteins do not interact). (10) Protein 1 (ENSG00000072134) has sequence MTTSSIRRQMKNIVNNYSEAEIKVREATSNDPWGPSSSLMTEIADLTYNVVAFSEIMSMVWKRLNDHGKNWRHVYKALTLLDYLIKTGSERVAQQCRENIFAIQTLKDFQYIDRDGKDQGINVREKSKQLVALLKDEERLKAERAQALKTKERMAQVATGMGSNQITFGRGSSQPNLSTSHSEQEYGKAGGSPASYHGSPEASLCPQHRTGAPLGQSEELQPLSQRHPFLPHLGLASRPNGDWSQPCLTCDRAARATSPRVSSELEQARPQTSGEEELQLQLALAMSREVAEQEERLRRG.... Protein 2 (ENSG00000116525) has sequence MACSLKDELLCSICLSIYQDPVSLGCEHYFCRRCITEHWVRQEAQGARDCPECRRTFAEPALAPSLKLANIVERYSSFPLDAILNARRAARPCQAHDKVKLFCLTDRALLCFFCDEPALHEQHQVTGIDDAFDELQRELKDQLQALQDSEREHTEALQLLKRQLAETKSSTKSLRTTIGEAFERLHRLLRERQKAMLEELEADTARTLTDIEQKVQRYSQQLRKVQEGAQILQERLAETDRHTFLAGVASLSERLKGKIHETNLTYEDFPTSKYTGPLQYTIWKSLFQDIHPVPAALTLD.... Result: 1 (the proteins interact).